From a dataset of Reaction yield outcomes from USPTO patents with 853,638 reactions. Predict the reaction yield, written as a fraction of the theoretical maximum amount of product (1.0 means a 100% yield; for example, 0.34 means a 34% yield). (1) The reactants are Cl[C:2]1[C:11]([CH3:12])=[CH:10][C:9]2[C:4](=[CH:5][CH:6]=[C:7]([O:13][CH3:14])[CH:8]=2)[N:3]=1.[CH3:15][O:16][C:17]([C:19]1[CH:24]=[CH:23][C:22](B(O)O)=[CH:21][CH:20]=1)=[O:18].CN(C=O)C. The yield is 0.250. The catalyst is O.C1C=CC(P(C2C=CC=CC=2)[C-]2C=CC=C2)=CC=1.C1C=CC(P(C2C=CC=CC=2)[C-]2C=CC=C2)=CC=1.Cl[Pd]Cl.[Fe+2]. The product is [CH3:14][O:13][C:7]1[CH:8]=[C:9]2[C:4](=[CH:5][CH:6]=1)[N:3]=[C:2]([C:22]1[CH:23]=[CH:24][C:19]([C:17]([O:16][CH3:15])=[O:18])=[CH:20][CH:21]=1)[C:11]([CH3:12])=[CH:10]2. (2) The reactants are [CH2:1]([C:3]([C:25]1[CH:30]=[CH:29][C:28]([OH:31])=[C:27]([CH3:32])[CH:26]=1)([C:6]1[CH:11]=[CH:10][C:9](/[CH:12]=[CH:13]/[C:14]([OH:23])([C:19]([F:22])([F:21])[F:20])[C:15]([F:18])([F:17])[F:16])=[C:8]([CH3:24])[CH:7]=1)[CH2:4][CH3:5])[CH3:2].[H-].[Na+].[CH3:35][O:36][CH2:37]Cl.[NH4+].[Cl-]. The catalyst is CN(C=O)C. The product is [CH2:1]([C:3]([C:25]1[CH:30]=[CH:29][C:28]([OH:31])=[C:27]([CH3:32])[CH:26]=1)([C:6]1[CH:11]=[CH:10][C:9](/[CH:12]=[CH:13]/[C:14]([O:23][CH2:35][O:36][CH3:37])([C:19]([F:20])([F:21])[F:22])[C:15]([F:18])([F:17])[F:16])=[C:8]([CH3:24])[CH:7]=1)[CH2:4][CH3:5])[CH3:2]. The yield is 0.410. (3) The reactants are [OH-:1].[Na+].[CH3:3][C:4]1[N:5]=[C:6]([C:26]2[CH:31]=[CH:30][CH:29]=[CH:28][C:27]=2[O:32][CH2:33][C:34]2[CH:39]=[CH:38][CH:37]=[CH:36][CH:35]=2)[N:7]([CH2:18][CH2:19][C:20]2[CH:25]=[CH:24][CH:23]=[CH:22][CH:21]=2)[C:8](=[O:17])[C:9]=1[C:10]1[S:14]C(C#N)=[CH:12][CH:11]=1.Cl.[CH2:41]([OH:43])[CH3:42]. No catalyst specified. The product is [CH3:3][C:4]1[N:5]=[C:6]([C:26]2[CH:31]=[CH:30][CH:29]=[CH:28][C:27]=2[O:32][CH2:33][C:34]2[CH:39]=[CH:38][CH:37]=[CH:36][CH:35]=2)[N:7]([CH2:18][CH2:19][C:20]2[CH:25]=[CH:24][CH:23]=[CH:22][CH:21]=2)[C:8](=[O:17])[C:9]=1[C:10]1[S:14][C:42]([C:41]([OH:1])=[O:43])=[CH:12][CH:11]=1. The yield is 0.990. (4) The reactants are [I:1][C:2]1[CH:3]=[C:4]2[C:8](=[CH:9][CH:10]=1)[NH:7][N:6]=[C:5]2[CH:11]=O.[NH2:13][C:14]1[CH:19]=[CH:18][CH:17]=[CH:16][C:15]=1[NH2:20]. The catalyst is CN(C=O)C.CCOC(C)=O. The product is [NH:13]1[C:14]2[CH:19]=[CH:18][CH:17]=[CH:16][C:15]=2[N:20]=[C:11]1[C:5]1[C:4]2[C:8](=[CH:9][CH:10]=[C:2]([I:1])[CH:3]=2)[NH:7][N:6]=1. The yield is 0.690. (5) The reactants are [C:1]([O:5][C:6]([NH:8][CH:9]1[CH2:14][CH2:13][CH:12]([N:15]2[C:20](=[O:21])[C:19]3[CH:22]=[C:23]([F:26])[CH:24]=[N:25][C:18]=3[N:17]([C:27]3[CH:32]=[CH:31][CH:30]=[C:29](I)[CH:28]=3)[C:16]2=[O:34])[CH2:11][CH2:10]1)=[O:7])([CH3:4])([CH3:3])[CH3:2].[N:35]1[CH:40]=[CH:39][CH:38]=[C:37]([C:41]#[CH:42])[CH:36]=1.C(N(CC)CC)C.O. The catalyst is O1CCCC1.C1(P([Pd-2](Cl)(Cl)P(C2C=CC=CC=2)(C2C=CC=CC=2)C2C=CC=CC=2)(C2C=CC=CC=2)C2C=CC=CC=2)C=CC=CC=1.[Cu]I.ClCCl. The product is [C:1]([O:5][C:6]([NH:8][CH:9]1[CH2:14][CH2:13][CH:12]([N:15]2[C:20](=[O:21])[C:19]3[CH:22]=[C:23]([F:26])[CH:24]=[N:25][C:18]=3[N:17]([C:27]3[CH:32]=[CH:31][CH:30]=[C:29]([C:42]#[C:41][C:37]4[CH:36]=[N:35][CH:40]=[CH:39][CH:38]=4)[CH:28]=3)[C:16]2=[O:34])[CH2:11][CH2:10]1)=[O:7])([CH3:4])([CH3:3])[CH3:2]. The yield is 0.790. (6) The yield is 0.950. The product is [CH2:7]([O:9][C:10]1[N:18]=[CH:17][C:16]([I:19])=[CH:15][C:11]=1[C:12]([NH2:21])=[O:13])[CH3:8]. The reactants are C(Cl)(=O)C(Cl)=O.[CH2:7]([O:9][C:10]1[N:18]=[CH:17][C:16]([I:19])=[CH:15][C:11]=1[C:12](O)=[O:13])[CH3:8].C[N:21](C)C=O. The catalyst is C(Cl)Cl. (7) The reactants are [Br:1][C:2]1[C:8]([CH3:9])=[CH:7][C:5]([NH2:6])=[C:4]([F:10])[CH:3]=1.N1C=CC=CC=1.[CH3:17][S:18](Cl)(=[O:20])=[O:19]. The catalyst is C(Cl)Cl. The product is [Br:1][C:2]1[C:8]([CH3:9])=[CH:7][C:5]([NH:6][S:18]([CH3:17])(=[O:20])=[O:19])=[C:4]([F:10])[CH:3]=1. The yield is 0.990.